Dataset: Reaction yield outcomes from USPTO patents with 853,638 reactions. Task: Predict the reaction yield, written as a fraction of the theoretical maximum amount of product (1.0 means a 100% yield; for example, 0.34 means a 34% yield). (1) The reactants are [CH3:1][O:2][CH2:3][CH2:4][O:5][C:6]1[CH:7]=[C:8]2[C:12](=[C:13]([N:15]([CH3:24])[S:16]([C:19]3[S:20][CH:21]=[CH:22][CH:23]=3)(=[O:18])=[O:17])[CH:14]=1)[NH:11][C:10]([C:25]([O:27]CC)=[O:26])=[CH:9]2.[OH-].[Na+].O1CCCC1.C(O)(=O)CC(CC(O)=O)(C(O)=O)O. The catalyst is C(O)C. The product is [CH3:1][O:2][CH2:3][CH2:4][O:5][C:6]1[CH:7]=[C:8]2[C:12](=[C:13]([N:15]([CH3:24])[S:16]([C:19]3[S:20][CH:21]=[CH:22][CH:23]=3)(=[O:17])=[O:18])[CH:14]=1)[NH:11][C:10]([C:25]([OH:27])=[O:26])=[CH:9]2. The yield is 0.930. (2) The reactants are C[O:2][C:3](=O)[C@H:4]([N:14]([CH2:27][C:28]1[CH:33]=[CH:32][C:31]([F:34])=[CH:30][CH:29]=1)[C:15]([C@@H:17]([NH:19]C(OC(C)(C)C)=O)[CH3:18])=[O:16])[CH2:5][O:6][CH2:7][C:8]1[CH:13]=[CH:12][CH:11]=[CH:10][CH:9]=1.FC(F)(F)C(O)=O. The catalyst is C(Cl)Cl. The product is [F:34][C:31]1[CH:32]=[CH:33][C:28]([CH2:27][N:14]2[C:15](=[O:16])[C@H:17]([CH3:18])[NH:19][C:3](=[O:2])[C@H:4]2[CH2:5][O:6][CH2:7][C:8]2[CH:13]=[CH:12][CH:11]=[CH:10][CH:9]=2)=[CH:29][CH:30]=1. The yield is 0.830. (3) The reactants are Cl.[CH3:2][N:3]1[CH:7]=[C:6]([C:8]2[N:13]=[C:12]([C:14]3[CH:18]=[CH:17][N:16]([C:19]4([CH2:23][C:24]#[N:25])[CH2:22][NH:21][CH2:20]4)[N:15]=3)[N:11]3[CH:26]=[CH:27][N:28]=[C:10]3[CH:9]=2)[CH:5]=[N:4]1.CN(C=O)C.C(N(C(C)C)CC)(C)C.FC(F)(F)S(O[CH2:49][C:50]([F:53])([F:52])[F:51])(=O)=O. No catalyst specified. The product is [CH3:2][N:3]1[CH:7]=[C:6]([C:8]2[N:13]=[C:12]([C:14]3[CH:18]=[CH:17][N:16]([C:19]4([CH2:23][C:24]#[N:25])[CH2:22][N:21]([CH2:49][C:50]([F:53])([F:52])[F:51])[CH2:20]4)[N:15]=3)[N:11]3[CH:26]=[CH:27][N:28]=[C:10]3[CH:9]=2)[CH:5]=[N:4]1. The yield is 0.720. (4) The reactants are [CH2:1]([N:8]1[C:13](=[O:14])[CH:12]=[C:11]([S:15][CH2:16][CH:17](OC)OC)[NH:10][C:9]1=[O:22])[C:2]1[CH:7]=[CH:6][CH:5]=[CH:4][CH:3]=1.C1(C)C=CC(S(O)(=O)=O)=CC=1. The catalyst is C1(C)C(C)=CC=CC=1. The product is [CH2:1]([N:8]1[C:13](=[O:14])[CH:12]=[C:11]2[S:15][CH:16]=[CH:17][N:10]2[C:9]1=[O:22])[C:2]1[CH:7]=[CH:6][CH:5]=[CH:4][CH:3]=1. The yield is 1.00. (5) The catalyst is C(Cl)Cl. The reactants are [Br:1][C:2]1[CH:6]=[N:5][N:4]([CH3:7])[C:3]=1[C:8]1[CH:9]=[C:10]([NH2:16])[CH:11]=[CH:12][C:13]=1[O:14][CH3:15].[Cl:17][C:18]1[CH:23]=[CH:22][C:21]([N:24]=[C:25]=[S:26])=[CH:20][CH:19]=1. The product is [Br:1][C:2]1[CH:6]=[N:5][N:4]([CH3:7])[C:3]=1[C:8]1[CH:9]=[C:10]([NH:16][C:25]([NH:24][C:21]2[CH:22]=[CH:23][C:18]([Cl:17])=[CH:19][CH:20]=2)=[S:26])[CH:11]=[CH:12][C:13]=1[O:14][CH3:15]. The yield is 0.800. (6) The reactants are [CH:1]([C:4]1[C:5](OS(C(F)(F)F)(=O)=O)=[N:6][C:7]([O:12][CH3:13])=[N:8][C:9]=1[O:10][CH3:11])([CH3:3])[CH3:2].[N:22]1[C:31]2[C:26](=[CH:27][CH:28]=[CH:29][CH:30]=2)[CH:25]=[C:24](B(O)O)[CH:23]=1.C([O-])([O-])=O.[Na+].[Na+]. The catalyst is C1C=CC(P(C2C=CC=CC=2)[C-]2C=CC=C2)=CC=1.C1C=CC(P(C2C=CC=CC=2)[C-]2C=CC=C2)=CC=1.Cl[Pd]Cl.[Fe+2].COCCOC. The product is [CH:1]([C:4]1[C:5]([C:24]2[CH:23]=[N:22][C:31]3[C:26]([CH:25]=2)=[CH:27][CH:28]=[CH:29][CH:30]=3)=[N:6][C:7]([O:12][CH3:13])=[N:8][C:9]=1[O:10][CH3:11])([CH3:3])[CH3:2]. The yield is 0.500. (7) The reactants are [OH:1][C:2]1[CH:3]=[C:4]([CH2:8][CH2:9][N:10]([CH2:17][CH:18]2[CH2:22][CH2:21][O:20][CH2:19]2)[CH2:11][C:12]([N:14]([CH3:16])[CH3:15])=[O:13])[CH:5]=[CH:6][CH:7]=1.Br[CH2:24][CH2:25][CH2:26][CH3:27].C(=O)([O-])[O-].[K+].[K+].[I].[K].[ClH:36]. The catalyst is CN(C=O)C.CCOC(C)=O.C(OCC)C. The product is [ClH:36].[CH2:24]([O:1][C:2]1[CH:3]=[C:4]([CH2:8][CH2:9][N:10]([CH2:17][CH:18]2[CH2:22][CH2:21][O:20][CH2:19]2)[CH2:11][C:12]([N:14]([CH3:16])[CH3:15])=[O:13])[CH:5]=[CH:6][CH:7]=1)[CH2:25][CH2:26][CH3:27]. The yield is 0.500.